This data is from Forward reaction prediction with 1.9M reactions from USPTO patents (1976-2016). The task is: Predict the product of the given reaction. (1) Given the reactants [CH2:1](N)[CH2:2][NH2:3].Cl.C(O[C:9](=[NH:26])[CH2:10][N:11]1[C:19]2[C:14](=[CH:15][C:16]([Cl:20])=[CH:17][CH:18]=2)[C:13]([S:21]([CH3:24])(=[O:23])=[O:22])=[C:12]1[Cl:25])C, predict the reaction product. The product is: [Cl:25][C:12]1[N:11]([CH2:10][C:9]2[NH:26][CH2:1][CH2:2][N:3]=2)[C:19]2[C:14]([C:13]=1[S:21]([CH3:24])(=[O:22])=[O:23])=[CH:15][C:16]([Cl:20])=[CH:17][CH:18]=2. (2) Given the reactants Cl[C:2]1[N:7]=[C:6]([C:8]2[C:9]([C:27]3[CH:32]=[CH:31][C:30]([F:33])=[CH:29][CH:28]=3)=[N:10][N:11]3[C:16]=2[CH2:15][CH2:14][CH2:13][N:12]3[C:17]([O:19][CH2:20][C:21]2[CH:26]=[CH:25][CH:24]=[CH:23][CH:22]=2)=[O:18])[CH:5]=[CH:4][N:3]=1.[CH3:34][CH:35]([NH2:38])[CH2:36][OH:37], predict the reaction product. The product is: [F:33][C:30]1[CH:31]=[CH:32][C:27]([C:9]2[C:8]([C:6]3[CH:5]=[CH:4][N:3]=[C:2]([NH:38][CH:35]([CH3:34])[CH2:36][OH:37])[N:7]=3)=[C:16]3[N:11]([N:12]([C:17]([O:19][CH2:20][C:21]4[CH:26]=[CH:25][CH:24]=[CH:23][CH:22]=4)=[O:18])[CH2:13][CH2:14][CH2:15]3)[N:10]=2)=[CH:28][CH:29]=1. (3) Given the reactants I[C:2]1[CH:3]=[CH:4][C:5]2[N:6]([CH:8]=[CH:9][N:10]=2)[CH:7]=1.[N:11]1[CH:16]=[CH:15][CH:14]=[CH:13][C:12]=1[C:17]1[C:18](B(O)O)=[C:19]2[CH2:24][CH2:23][CH2:22][N:20]2[N:21]=1.C(=O)(O)[O-].[Na+].C(#N)C, predict the reaction product. The product is: [N:11]1[CH:16]=[CH:15][CH:14]=[CH:13][C:12]=1[C:17]1[C:18]([C:2]2[CH:3]=[CH:4][C:5]3[N:6]([CH:8]=[CH:9][N:10]=3)[CH:7]=2)=[C:19]2[CH2:24][CH2:23][CH2:22][N:20]2[N:21]=1. (4) Given the reactants [F:1][C:2]1[CH:29]=[C:28]([F:30])[CH:27]=[CH:26][C:3]=1[O:4][C:5]1[N:10]=[C:9](OC2C=CC(F)=CC=2F)[C:8]([C:20](=O)[CH2:21][CH:22]([CH3:24])[CH3:23])=[CH:7][N:6]=1.CCO.[NH2:34][NH2:35], predict the reaction product. The product is: [F:1][C:2]1[CH:29]=[C:28]([F:30])[CH:27]=[CH:26][C:3]=1[O:4][C:5]1[N:10]=[C:9]2[NH:34][N:35]=[C:20]([CH2:21][CH:22]([CH3:24])[CH3:23])[C:8]2=[CH:7][N:6]=1.